Predict the reactants needed to synthesize the given product. From a dataset of Full USPTO retrosynthesis dataset with 1.9M reactions from patents (1976-2016). (1) Given the product [Cl:26][C:27]1[CH:35]=[CH:34][C:30]([C:31]([NH:17][C:18]2[CH:25]=[CH:24][C:21]([CH2:22][NH:23][C:10]3[C:9]4[C:4](=[CH:5][C:6]([O:15][CH3:16])=[C:7]([O:13][CH3:14])[CH:8]=4)[N:3]=[C:2]([NH:37][CH3:36])[N:11]=3)=[CH:20][CH:19]=2)=[O:32])=[CH:29][N:28]=1, predict the reactants needed to synthesize it. The reactants are: Cl[C:2]1[N:11]=[C:10](Cl)[C:9]2[C:4](=[CH:5][C:6]([O:15][CH3:16])=[C:7]([O:13][CH3:14])[CH:8]=2)[N:3]=1.[NH2:17][C:18]1[CH:25]=[CH:24][C:21]([CH2:22][NH2:23])=[CH:20][CH:19]=1.[Cl:26][C:27]1[CH:35]=[CH:34][C:30]([C:31](Cl)=[O:32])=[CH:29][N:28]=1.[CH3:36][NH2:37]. (2) Given the product [CH2:26]([N:23]1[CH2:24][CH2:25][CH:20]([NH:19][C:17](=[O:18])[CH2:16][CH2:15][C:13]2[O:14][C:10]([NH:9][C:3]3[CH:4]=[CH:5][C:6]([F:8])=[CH:7][C:2]=3[F:1])=[N:11][N:12]=2)[CH2:21][CH2:22]1)[C:27]1[CH:32]=[CH:31][CH:30]=[CH:29][CH:28]=1, predict the reactants needed to synthesize it. The reactants are: [F:1][C:2]1[CH:7]=[C:6]([F:8])[CH:5]=[CH:4][C:3]=1[NH:9][C:10]1[O:14][C:13]([CH2:15][CH2:16][C:17]([NH:19][CH:20]2[CH2:25][CH2:24][NH:23][CH2:22][CH2:21]2)=[O:18])=[N:12][N:11]=1.[CH:26](=O)[C:27]1[CH:32]=[CH:31][CH:30]=[CH:29][CH:28]=1.C(O)(=O)C.C(O[BH-](OC(=O)C)OC(=O)C)(=O)C.[Na+].